From a dataset of Reaction yield outcomes from USPTO patents with 853,638 reactions. Predict the reaction yield, written as a fraction of the theoretical maximum amount of product (1.0 means a 100% yield; for example, 0.34 means a 34% yield). The reactants are [C:1]([O:5][CH2:6][CH2:7][NH2:8])([CH3:4])([CH3:3])[CH3:2].[Br:9][C:10]1[CH:11]=[C:12]([CH:28]=[CH:29][CH:30]=1)[CH2:13][C:14]1[C:15]([CH3:27])=[N:16][C:17]2[N:18]([N:21]=[CH:22][C:23]=2[C:24](O)=[O:25])[C:19]=1[CH3:20]. No catalyst specified. The yield is 0.300. The product is [Br:9][C:10]1[CH:11]=[C:12]([CH:28]=[CH:29][CH:30]=1)[CH2:13][C:14]1[C:15]([CH3:27])=[N:16][C:17]2[N:18]([N:21]=[CH:22][C:23]=2[C:24]([NH:8][CH2:7][CH2:6][O:5][C:1]([CH3:4])([CH3:3])[CH3:2])=[O:25])[C:19]=1[CH3:20].